From a dataset of Forward reaction prediction with 1.9M reactions from USPTO patents (1976-2016). Predict the product of the given reaction. (1) Given the reactants [CH:1]1([C:6]([N:8]2[CH2:13][CH:12]([C:14]3[CH:19]=[CH:18][C:17]([CH2:20][CH3:21])=[CH:16][CH:15]=3)[CH2:11][CH:10]([C:22]([OH:24])=O)[CH2:9]2)=[O:7])[CH2:5][CH2:4][CH2:3][CH2:2]1.O[N:26]=[C:27]([C:29]1[CH:34]=[CH:33][CH:32]=[CH:31][N:30]=1)[NH2:28], predict the reaction product. The product is: [CH:1]1([C:6]([N:8]2[CH2:13][CH:12]([C:14]3[CH:15]=[CH:16][C:17]([CH2:18][CH3:19])=[CH:20][CH:21]=3)[CH2:11][CH:10]([C:22]3[O:24][N:28]=[C:27]([C:29]4[CH:34]=[CH:33][CH:32]=[CH:31][N:30]=4)[N:26]=3)[CH2:9]2)=[O:7])[CH2:5][CH2:4][CH2:3][CH2:2]1. (2) Given the reactants [CH2:1]([O:3][CH:4]([O:14][CH2:15][CH3:16])[CH2:5][NH:6][CH2:7][C:8]1[CH:13]=[CH:12][CH:11]=[CH:10][CH:9]=1)[CH3:2].C(N(CC)CC)C.Cl[CH2:25][CH2:26][S:27](Cl)(=[O:29])=[O:28], predict the reaction product. The product is: [CH2:7]([N:6]([CH2:5][CH:4]([O:3][CH2:1][CH3:2])[O:14][CH2:15][CH3:16])[S:27]([CH:26]=[CH2:25])(=[O:29])=[O:28])[C:8]1[CH:13]=[CH:12][CH:11]=[CH:10][CH:9]=1. (3) Given the reactants [CH:1]1[C:18]2[C:17]3[C:12](=[CH:13][CH:14]=[CH:15][CH:16]=3)[C:11]3[C:6](=[CH:7][CH:8]=[CH:9][CH:10]=3)[C:5]=2[CH:4]=[CH:3][C:2]=1[C:19]1[CH:33]=[CH:32][C:22]([CH2:23]P(=O)(OCC)OCC)=[CH:21][CH:20]=1.[C:34]1([N:40]([C:47]2[CH:54]=[CH:53][C:50]([CH:51]=O)=[CH:49][CH:48]=2)[C:41]2[CH:46]=[CH:45][CH:44]=[CH:43][CH:42]=2)[CH:39]=[CH:38][CH:37]=[CH:36][CH:35]=1.CC(C)([O-])C.[K+], predict the reaction product. The product is: [C:34]1([N:40]([C:41]2[CH:46]=[CH:45][CH:44]=[CH:43][CH:42]=2)[C:47]2[CH:54]=[CH:53][C:50](/[CH:51]=[CH:23]/[C:22]3[CH:32]=[CH:33][C:19]([C:2]4[CH:3]=[CH:4][C:5]5[C:6]6[C:11](=[CH:10][CH:9]=[CH:8][CH:7]=6)[C:12]6[C:17](=[CH:16][CH:15]=[CH:14][CH:13]=6)[C:18]=5[CH:1]=4)=[CH:20][CH:21]=3)=[CH:49][CH:48]=2)[CH:39]=[CH:38][CH:37]=[CH:36][CH:35]=1. (4) Given the reactants [Cl:1][C:2]1[CH:9]=[C:8]([C:10]2[CH:14]=[CH:13][NH:12][N:11]=2)[CH:7]=[C:6]([F:15])[C:3]=1[C:4]#[N:5].O[CH2:17][C@H:18]([NH:20]C(=O)OC(C)(C)C)[CH3:19], predict the reaction product. The product is: [NH2:20][C@H:18]([CH3:19])[CH2:17][N:12]1[CH:13]=[CH:14][C:10]([C:8]2[CH:7]=[C:6]([F:15])[C:3]([C:4]#[N:5])=[C:2]([Cl:1])[CH:9]=2)=[N:11]1.